Dataset: Peptide-MHC class I binding affinity with 185,985 pairs from IEDB/IMGT. Task: Regression. Given a peptide amino acid sequence and an MHC pseudo amino acid sequence, predict their binding affinity value. This is MHC class I binding data. (1) The peptide sequence is FTARIIIFS. The MHC is HLA-B57:01 with pseudo-sequence HLA-B57:01. The binding affinity (normalized) is 0.0847. (2) The peptide sequence is ALIVAIWDK. The MHC is HLA-A26:01 with pseudo-sequence HLA-A26:01. The binding affinity (normalized) is 0.0847.